From a dataset of Catalyst prediction with 721,799 reactions and 888 catalyst types from USPTO. Predict which catalyst facilitates the given reaction. (1) Reactant: C[O:2][C:3](=[O:15])[C:4]1[CH:9]=[CH:8][C:7]([C:10]([F:13])([F:12])[F:11])=[N:6][C:5]=1[CH3:14].O.[OH-].[Li+].C(OCC)(=O)C.Cl. Product: [CH3:14][C:5]1[N:6]=[C:7]([C:10]([F:13])([F:11])[F:12])[CH:8]=[CH:9][C:4]=1[C:3]([OH:15])=[O:2]. The catalyst class is: 24. (2) Product: [CH3:1][O:2][C:3]1[CH:4]=[C:5]2[C:10](=[CH:11][C:12]=1[O:13][CH3:14])[N:9]=[CH:8][CH:7]=[C:6]2[O:15][C:16]1[CH:22]=[CH:21][C:19]([NH:20][C:43](=[O:49])[O:42][CH2:40][CH2:60][S:59][C:53]2[CH:54]=[C:55]([CH3:58])[CH:56]=[CH:57][C:52]=2[CH3:51])=[C:18]([CH3:23])[C:17]=1[CH3:24]. The catalyst class is: 2. Reactant: [CH3:1][O:2][C:3]1[CH:4]=[C:5]2[C:10](=[CH:11][C:12]=1[O:13][CH3:14])[N:9]=[CH:8][CH:7]=[C:6]2[O:15][C:16]1[CH:22]=[CH:21][C:19]([NH2:20])=[C:18]([CH3:23])[C:17]=1[CH3:24].C1(C)C=CC=CC=1.C(N(CC)CC)C.Cl[C:40](Cl)([O:42][C:43](=[O:49])OC(Cl)(Cl)Cl)Cl.[CH3:51][C:52]1[CH:57]=[CH:56][C:55]([CH3:58])=[CH:54][C:53]=1[S:59][CH2:60]CO. (3) Reactant: [CH3:1][O:2][C:3](=[O:28])[C:4]1[CH:9]=[CH:8][C:7](/[CH:10]=[CH:11]/[C:12]2[C:21]([CH2:22]Br)=[CH:20][C:19]3[C:18]([CH3:25])([CH3:24])[CH2:17][CH2:16][C:15]([CH3:27])([CH3:26])[C:14]=3[CH:13]=2)=[CH:6][CH:5]=1.C(=O)([O-])[O-].[K+].[K+].[CH2:35]([SH:39])[CH2:36][CH2:37][CH3:38]. Product: [CH3:1][O:2][C:3](=[O:28])[C:4]1[CH:9]=[CH:8][C:7](/[CH:10]=[CH:11]/[C:12]2[C:21]([CH2:22][S:39][CH2:35][CH2:36][CH2:37][CH3:38])=[CH:20][C:19]3[C:18]([CH3:25])([CH3:24])[CH2:17][CH2:16][C:15]([CH3:27])([CH3:26])[C:14]=3[CH:13]=2)=[CH:6][CH:5]=1. The catalyst class is: 35. (4) Product: [C:49]1([CH2:48][CH2:47][C:46]2[C:42]3[CH:41]=[C:40]([C@@H:10]4[O:11][C@H:12]([CH2:31][OH:32])[C@@H:13]([OH:23])[C@H:14]([OH:15])[C@H:9]4[OH:8])[CH:56]=[CH:55][C:43]=3[S:44][CH:45]=2)[CH:54]=[CH:53][CH:52]=[CH:51][CH:50]=1. Reactant: C([O:8][C@@H:9]1[C@@H:14]([O:15]CC2C=CC=CC=2)[C@H:13]([O:23]CC2C=CC=CC=2)[C@@H:12]([CH2:31][O:32]CC2C=CC=CC=2)[O:11][C@H:10]1[C:40]1[CH:56]=[CH:55][C:43]2[S:44][CH:45]=[C:46]([CH2:47][CH2:48][C:49]3[CH:54]=[CH:53][CH:52]=[CH:51][CH:50]=3)[C:42]=2[CH:41]=1)C1C=CC=CC=1.C(S)C.C(=O)([O-])[O-].[K+].[K+]. The catalyst class is: 4. (5) Reactant: Cl.[NH2:2][C:3]1[C:4]([C:8]([O:10][CH3:11])=[O:9])=[CH:5][S:6][CH:7]=1.N. Product: [NH2:2][C:3]1[C:4]([C:8]([O:10][CH3:11])=[O:9])=[CH:5][S:6][CH:7]=1. The catalyst class is: 6. (6) Reactant: [CH3:1][O:2][C:3](=[O:23])[CH2:4][N:5]1[C:9]([C:10]2[CH:15]=[CH:14][CH:13]=[CH:12][CH:11]=2)=[CH:8][CH:7]=[C:6]1[C:16]1[CH:21]=[CH:20][C:19]([OH:22])=[CH:18][CH:17]=1.[CH2:24](Br)[CH2:25][C:26]1[CH:31]=[CH:30][CH:29]=[CH:28][CH:27]=1.C([O-])([O-])=O.[K+].[K+].O. Product: [CH3:1][O:2][C:3](=[O:23])[CH2:4][N:5]1[C:9]([C:10]2[CH:15]=[CH:14][CH:13]=[CH:12][CH:11]=2)=[CH:8][CH:7]=[C:6]1[C:16]1[CH:17]=[CH:18][C:19]([O:22][CH2:24][CH2:25][C:26]2[CH:31]=[CH:30][CH:29]=[CH:28][CH:27]=2)=[CH:20][CH:21]=1. The catalyst class is: 85. (7) Reactant: [C:1]([C:4]1[C:22](=[O:23])[C@@:8]2([CH3:24])[C:9]3[C:15]([OH:16])=[CH:14][C:13]([O:17][CH3:18])=[C:12]([C:19]([NH2:21])=[O:20])[C:10]=3[O:11][C:7]2=[CH:6][C:5]=1[OH:25])(=[O:3])[CH3:2].[F:26][C:27]1[CH:34]=[C:33]([F:35])[CH:32]=[C:31]([F:36])[C:28]=1[CH:29]=O.C([SiH](CC)CC)C.FC(F)(F)C(O)=O. Product: [C:1]([C:4]1[C:22](=[O:23])[C@@:8]2([CH3:24])[C:9]3[C:15]([OH:16])=[CH:14][C:13]([O:17][CH3:18])=[C:12]([C:19]([NH:21][CH2:29][C:28]4[C:27]([F:26])=[CH:34][C:33]([F:35])=[CH:32][C:31]=4[F:36])=[O:20])[C:10]=3[O:11][C:7]2=[CH:6][C:5]=1[OH:25])(=[O:3])[CH3:2]. The catalyst class is: 10. (8) Reactant: [CH3:1][C:2]1[C:8]2[CH:9]=[CH:10][C:11]([OH:13])=[CH:12][C:7]=2[O:6][C:4](=[O:5])[CH:3]=1.C(=O)([O-])[O-].[K+].[K+].[C:20]([O:25][CH2:26][CH2:27]OS(C)(=O)=O)(=[O:24])[C:21]([CH3:23])=[CH2:22].C(OCCO)(=O)C(C)=C.[I-].[K+]. Product: [C:20]([O:25][CH2:26][CH2:27][O:13][C:11]1[CH:12]=[C:7]2[C:8]([C:2]([CH3:1])=[CH:3][C:4](=[O:5])[O:6]2)=[CH:9][CH:10]=1)(=[O:24])[C:21]([CH3:23])=[CH2:22]. The catalyst class is: 287.